This data is from Reaction yield outcomes from USPTO patents with 853,638 reactions. The task is: Predict the reaction yield, written as a fraction of the theoretical maximum amount of product (1.0 means a 100% yield; for example, 0.34 means a 34% yield). (1) The reactants are [CH2:1]=[CH:2][CH2:3][CH:4]([OH:8])[CH2:5][CH:6]=[CH2:7].I[CH3:10].[H-].[Na+]. The catalyst is O1CCCC1. The product is [CH3:10][O:8][CH:4]([CH2:5][CH:6]=[CH2:7])[CH2:3][CH:2]=[CH2:1]. The yield is 0.840. (2) The reactants are [NH:1]1[CH2:6][CH2:5][O:4][CH2:3][C@H:2]1[CH2:7][OH:8].[Cl:9][CH2:10][CH:11]1[CH2:13]O1. No catalyst specified. The product is [Cl:9][CH2:10][CH:11]1[O:8][CH2:7][CH:2]2[CH2:3][O:4][CH2:5][CH2:6][N:1]2[CH2:13]1. The yield is 0.350.